This data is from Forward reaction prediction with 1.9M reactions from USPTO patents (1976-2016). The task is: Predict the product of the given reaction. (1) Given the reactants [CH3:1][C:2]([O:5][C:6]([N:8]1[CH2:13][CH2:12][CH:11]([C:14](O)=[O:15])[CH2:10][CH2:9]1)=[O:7])([CH3:4])[CH3:3].B.O1CCCC1.CO.O, predict the reaction product. The product is: [OH:15][CH2:14][CH:11]1[CH2:12][CH2:13][N:8]([C:6]([O:5][C:2]([CH3:4])([CH3:3])[CH3:1])=[O:7])[CH2:9][CH2:10]1. (2) The product is: [NH2:12][C:7]1[CH:6]=[CH:5][C:4]([O:3][CH2:1][CH3:2])=[CH:9][C:8]=1[CH2:10][OH:11]. Given the reactants [CH2:1]([O:3][C:4]1[CH:5]=[CH:6][C:7]([N+:12]([O-])=O)=[C:8]([CH2:10][OH:11])[CH:9]=1)[CH3:2].O.NN, predict the reaction product. (3) Given the reactants [Cl:1][C:2]1[CH:7]=[CH:6][C:5]([C:8]2([C:14]([OH:16])=O)[CH2:13][CH2:12][CH2:11][CH2:10][CH2:9]2)=[CH:4][CH:3]=1.[NH2:17][CH2:18][CH2:19][CH2:20][N:21]1[CH2:26][CH2:25][CH:24]([C:27]2[CH:28]=[C:29]([NH:34][C:35](=[O:39])[CH:36]([CH3:38])[CH3:37])[CH:30]=[CH:31][C:32]=2[F:33])[CH2:23][CH2:22]1.Cl, predict the reaction product. The product is: [Cl:1][C:2]1[CH:3]=[CH:4][C:5]([C:8]2([C:14]([NH:17][CH2:18][CH2:19][CH2:20][N:21]3[CH2:22][CH2:23][CH:24]([C:27]4[CH:28]=[C:29]([NH:34][C:35](=[O:39])[CH:36]([CH3:38])[CH3:37])[CH:30]=[CH:31][C:32]=4[F:33])[CH2:25][CH2:26]3)=[O:16])[CH2:9][CH2:10][CH2:11][CH2:12][CH2:13]2)=[CH:6][CH:7]=1. (4) Given the reactants [Cl:1][C:2]1[C:3]([NH:23][C:24]2[CH:28]=[C:27]([CH3:29])[NH:26][N:25]=2)=[N:4][C:5]([NH:8][C:9]2[CH:14]=[C:13]([CH3:15])[C:12]([CH:16]3[CH2:21][CH2:20][NH:19][CH2:18][CH2:17]3)=[CH:11][C:10]=2[F:22])=[N:6][CH:7]=1.CC(O)=O.C(O[C:37]1(O[Si](C)(C)C)[CH2:39][CH2:38]1)C.[NH4+].[Cl-], predict the reaction product. The product is: [Cl:1][C:2]1[C:3]([NH:23][C:24]2[CH:28]=[C:27]([CH3:29])[NH:26][N:25]=2)=[N:4][C:5]([NH:8][C:9]2[CH:14]=[C:13]([CH3:15])[C:12]([CH:16]3[CH2:17][CH2:18][N:19]([CH:37]4[CH2:39][CH2:38]4)[CH2:20][CH2:21]3)=[CH:11][C:10]=2[F:22])=[N:6][CH:7]=1. (5) The product is: [NH2:1][C:2]1[CH:7]=[CH:6][CH:5]=[CH:4][C:3]=1[NH:8][C:9]([C:11]1[S:12][C:13]2[CH2:14][N:15]([C:21]([NH:20][C:23]3[CH:28]=[CH:27][CH:26]=[CH:25][CH:24]=3)=[S:22])[CH2:16][CH2:17][C:18]=2[N:19]=1)=[O:10]. Given the reactants [NH2:1][C:2]1[CH:7]=[CH:6][CH:5]=[CH:4][C:3]=1[NH:8][C:9]([C:11]1[S:12][C:13]2[CH2:14][NH:15][CH2:16][CH2:17][C:18]=2[N:19]=1)=[O:10].[N:20]([C:23]1[CH:28]=[CH:27][CH:26]=[CH:25][CH:24]=1)=[C:21]=[S:22].O, predict the reaction product.